From a dataset of Full USPTO retrosynthesis dataset with 1.9M reactions from patents (1976-2016). Predict the reactants needed to synthesize the given product. (1) Given the product [O:1]1[CH:5]=[CH:4][CH:3]=[C:2]1[C:6]1[CH:37]=[CH:36][CH:35]=[CH:34][C:7]=1[C:8]([NH:10][C:11]1[CH:12]=[CH:13][C:14]([N:17]2[CH2:22][CH2:21][N:20]([CH:23]([C:28]3[CH:29]=[CH:30][CH:31]=[CH:32][CH:33]=3)[C:24]([OH:26])=[O:25])[CH2:19][CH2:18]2)=[CH:15][CH:16]=1)=[O:9], predict the reactants needed to synthesize it. The reactants are: [O:1]1[CH:5]=[CH:4][CH:3]=[C:2]1[C:6]1[CH:37]=[CH:36][CH:35]=[CH:34][C:7]=1[C:8]([NH:10][C:11]1[CH:16]=[CH:15][C:14]([N:17]2[CH2:22][CH2:21][N:20]([CH:23]([C:28]3[CH:33]=[CH:32][CH:31]=[CH:30][CH:29]=3)[C:24]([O:26]C)=[O:25])[CH2:19][CH2:18]2)=[CH:13][CH:12]=1)=[O:9].[OH-].[K+]. (2) Given the product [F:1][C:2]1[CH:3]=[C:4]([CH:5]=[CH:6][C:7]=1[O:8][C:9]1[CH:14]=[CH:13][N:12]=[C:11]([F:15])[CH:10]=1)[CH2:16][O:17][C:19]1[CH:20]=[C:21]2[N:28]([CH3:29])[C:27]([CH3:31])([CH3:30])[CH2:26][N:22]2[C:23](=[O:25])[N:24]=1, predict the reactants needed to synthesize it. The reactants are: [F:1][C:2]1[CH:3]=[C:4]([CH2:16][OH:17])[CH:5]=[CH:6][C:7]=1[O:8][C:9]1[CH:14]=[CH:13][N:12]=[C:11]([F:15])[CH:10]=1.Cl[C:19]1[CH:20]=[C:21]2[N:28]([CH3:29])[C:27]([CH3:31])([CH3:30])[CH2:26][N:22]2[C:23](=[O:25])[N:24]=1. (3) Given the product [CH2:26]([O:28][C:29](=[O:49])[CH2:30][C:31]1([C:34]2[CH:39]=[CH:38][C:37]([C:17]3[CH:18]=[CH:19][C:14]([C:13]4[O:12][N:11]=[C:10]([CH3:21])[C:9]=4[NH:8][CH:6]([C:5]4[S:1][C:2]5[CH:25]=[CH:24][CH:23]=[CH:22][C:3]=5[CH:4]=4)[CH3:7])=[CH:15][CH:16]=3)=[CH:36][CH:35]=2)[CH2:33][CH2:32]1)[CH3:27], predict the reactants needed to synthesize it. The reactants are: [S:1]1[C:5]([CH:6]([NH:8][C:9]2[C:10]([CH3:21])=[N:11][O:12][C:13]=2[C:14]2[CH:19]=[CH:18][C:17](Br)=[CH:16][CH:15]=2)[CH3:7])=[CH:4][C:3]2[CH:22]=[CH:23][CH:24]=[CH:25][C:2]1=2.[CH2:26]([O:28][C:29](=[O:49])[CH2:30][C:31]1([C:34]2[CH:39]=[CH:38][C:37](B3OC(C)(C)C(C)(C)O3)=[CH:36][CH:35]=2)[CH2:33][CH2:32]1)[CH3:27].